From a dataset of Catalyst prediction with 721,799 reactions and 888 catalyst types from USPTO. Predict which catalyst facilitates the given reaction. (1) Reactant: [CH:1]1([NH:7][CH2:8][CH3:9])[CH2:6][CH2:5][CH2:4][CH2:3][CH2:2]1.[F:10][C:11]1[CH:16]=[CH:15][C:14]([CH2:17][CH2:18][C:19]([OH:21])=O)=[CH:13][CH:12]=1.O.ON1C2C=CC=CC=2N=N1.Cl.C(N=C=NCCCN(C)C)C.Cl. Product: [CH:1]1([N:7]([CH2:8][CH3:9])[C:19](=[O:21])[CH2:18][CH2:17][C:14]2[CH:13]=[CH:12][C:11]([F:10])=[CH:16][CH:15]=2)[CH2:6][CH2:5][CH2:4][CH2:3][CH2:2]1. The catalyst class is: 9. (2) Reactant: [CH2:1]([O:3][C:4](=[O:27])[C:5]1[CH:10]=[C:9]([F:11])[C:8]([N:12]2[CH2:16][CH2:15][C@H:14]([NH:17][C:18]([O:20][C:21]([CH3:24])([CH3:23])[CH3:22])=[O:19])[CH2:13]2)=[C:7]([Cl:25])[C:6]=1F)[CH3:2].[CH:28]1([NH2:31])[CH2:30][CH2:29]1.CS(C)=O. Product: [CH2:1]([O:3][C:4](=[O:27])[C:5]1[CH:10]=[C:9]([F:11])[C:8]([N:12]2[CH2:16][CH2:15][C@H:14]([NH:17][C:18]([O:20][C:21]([CH3:24])([CH3:23])[CH3:22])=[O:19])[CH2:13]2)=[C:7]([Cl:25])[C:6]=1[NH:31][CH:28]1[CH2:30][CH2:29]1)[CH3:2]. The catalyst class is: 13. (3) Reactant: [Cl:1][C:2]1[CH:7]=[CH:6][CH:5]=[CH:4][C:3]=1[NH:8][C:9]1[NH:10][C:11]2[C:17]3[CH2:18][C:19]([CH3:22])([CH3:21])[O:20][C:16]=3[C:15]([C:23](O)=[O:24])=[CH:14][C:12]=2[N:13]=1.F[B-](F)(F)F.N1(OC(N(C)C)=[N+](C)C)C2C=CC=CC=2N=N1.CN(C=O)C.[Cl:53][C:54]1[CH:60]=[CH:59][C:57]([NH2:58])=[CH:56][CH:55]=1. Product: [Cl:53][C:54]1[CH:60]=[CH:59][C:57]([NH:58][C:23]([C:15]2[C:16]3[O:20][C:19]([CH3:22])([CH3:21])[CH2:18][C:17]=3[C:11]3[NH:10][C:9]([NH:8][C:3]4[CH:4]=[CH:5][CH:6]=[CH:7][C:2]=4[Cl:1])=[N:13][C:12]=3[CH:14]=2)=[O:24])=[CH:56][CH:55]=1. The catalyst class is: 1. (4) Reactant: [Br:1][C:2]1[C:3]([F:17])=[CH:4][CH:5]=[C:6]2[C:11]=1[N:10]=[C:9](Cl)[N:8]([CH:13]1[CH2:15][CH2:14]1)[C:7]2=[O:16].Cl.[CH3:19][C:20]1([NH2:23])[CH2:22][CH2:21]1.C(N(CC)CC)C. Product: [Br:1][C:2]1[C:3]([F:17])=[CH:4][CH:5]=[C:6]2[C:11]=1[N:10]=[C:9]([NH:23][C:20]1([CH3:19])[CH2:22][CH2:21]1)[N:8]([CH:13]1[CH2:15][CH2:14]1)[C:7]2=[O:16]. The catalyst class is: 58. (5) Reactant: [CH2:1]([O:8][N:9]1[C:15](=[O:16])[N:14]2[CH2:17][C@H:10]1[CH2:11][CH2:12][C@H:13]2[C:18]([OH:20])=O)[C:2]1[CH:7]=[CH:6][CH:5]=[CH:4][CH:3]=1.C(N(CC)CC)C.ClC(OCC(C)C)=O.[C:36]([O:40][C:41]([CH3:44])([CH3:43])[CH3:42])(=[O:39])[NH:37][NH2:38]. Product: [CH2:1]([O:8][N:9]1[C:15](=[O:16])[N:14]2[CH2:17][C@H:10]1[CH2:11][CH2:12][C@H:13]2[C:18]([NH:38][NH:37][C:36]([O:40][C:41]([CH3:44])([CH3:43])[CH3:42])=[O:39])=[O:20])[C:2]1[CH:3]=[CH:4][CH:5]=[CH:6][CH:7]=1. The catalyst class is: 7. (6) Reactant: [F:1][C:2]([F:31])([F:30])[C:3]1[CH:4]=[C:5]([CH:23]=[C:24]([C:26]([F:29])([F:28])[F:27])[CH:25]=1)[C:6]([N:8]1[CH2:13][CH2:12][NH:11][CH2:10][C@H:9]1[CH2:14][C:15]1[CH:20]=[CH:19][C:18]([CH3:21])=[C:17]([CH3:22])[CH:16]=1)=[O:7].[CH3:32][N:33]1[CH:37]=[C:36]([CH:38]=O)[CH:35]=[N:34]1.C(O[BH-](OC(=O)C)OC(=O)C)(=O)C.[Na+].[Cl:54]CCl. Product: [ClH:54].[F:31][C:2]([F:1])([F:30])[C:3]1[CH:4]=[C:5]([CH:23]=[C:24]([C:26]([F:27])([F:28])[F:29])[CH:25]=1)[C:6]([N:8]1[CH2:13][CH2:12][N:11]([CH2:38][C:36]2[CH:35]=[N:34][N:33]([CH3:32])[CH:37]=2)[CH2:10][C@H:9]1[CH2:14][C:15]1[CH:20]=[CH:19][C:18]([CH3:21])=[C:17]([CH3:22])[CH:16]=1)=[O:7]. The catalyst class is: 15.